Dataset: Full USPTO retrosynthesis dataset with 1.9M reactions from patents (1976-2016). Task: Predict the reactants needed to synthesize the given product. (1) Given the product [CH2:28]([O:30][C:31](=[O:46])[CH:32]([NH:34][C:35]([CH:37]1[CH2:41][CH2:40][CH2:39][N:38]1[C:42](=[O:45])[CH2:43][NH:44][C:10](=[O:12])[CH2:9][CH2:8][CH2:7][C:1]1[CH:2]=[CH:3][CH:4]=[CH:5][CH:6]=1)=[O:36])[CH3:33])[CH3:29], predict the reactants needed to synthesize it. The reactants are: [C:1]1([CH2:7][CH2:8][CH2:9][C:10]([OH:12])=O)[CH:6]=[CH:5][CH:4]=[CH:3][CH:2]=1.C1C=CC2N(O)N=NC=2C=1.C(Cl)CCl.Cl.[CH2:28]([O:30][C:31](=[O:46])[CH:32]([NH:34][C:35]([CH:37]1[CH2:41][CH2:40][CH2:39][N:38]1[C:42](=[O:45])[CH2:43][NH2:44])=[O:36])[CH3:33])[CH3:29].CCN(CC)CC. (2) Given the product [CH3:1][O:2][C:3]([C@@H:5]1[CH2:9][C@@H:8]([S:10]([C:13]2[CH:18]=[CH:17][CH:16]=[CH:15][C:14]=2[C:19]([F:22])([F:21])[F:20])(=[O:12])=[O:11])[CH2:7][N:6]1[C:23]1[CH:24]=[C:25]([CH:26]2[CH2:27][CH2:28][O:29][CH2:30][CH2:31]2)[N:35]([CH3:34])[N:36]=1)=[O:4], predict the reactants needed to synthesize it. The reactants are: [CH3:1][O:2][C:3]([C@@H:5]1[CH2:9][C@@H:8]([S:10]([C:13]2[CH:18]=[CH:17][CH:16]=[CH:15][C:14]=2[C:19]([F:22])([F:21])[F:20])(=[O:12])=[O:11])[CH2:7][N:6]1[C:23](=S)[CH2:24][C:25](=O)[CH:26]1[CH2:31][CH2:30][O:29][CH2:28][CH2:27]1)=[O:4].[CH3:34][NH:35][NH2:36]. (3) The reactants are: Br[CH2:2][CH2:3][CH2:4][CH2:5][CH2:6][CH2:7][O:8][CH2:9][CH2:10][CH2:11][CH2:12][C:13]1[CH:14]=[C:15]([S:19]([NH2:22])(=[O:21])=[O:20])[CH:16]=[CH:17][CH:18]=1.[CH2:23]([NH2:30])[C:24]1[CH:29]=[CH:28][CH:27]=[CH:26][CH:25]=1.[OH-].[Na+]. Given the product [CH2:23]([NH:30][CH2:2][CH2:3][CH2:4][CH2:5][CH2:6][CH2:7][O:8][CH2:9][CH2:10][CH2:11][CH2:12][C:13]1[CH:14]=[C:15]([S:19]([NH2:22])(=[O:21])=[O:20])[CH:16]=[CH:17][CH:18]=1)[C:24]1[CH:29]=[CH:28][CH:27]=[CH:26][CH:25]=1, predict the reactants needed to synthesize it.